Dataset: Reaction yield outcomes from USPTO patents with 853,638 reactions. Task: Predict the reaction yield, written as a fraction of the theoretical maximum amount of product (1.0 means a 100% yield; for example, 0.34 means a 34% yield). (1) The reactants are [F:1][C:2]1[CH:10]=[C:9]2[C:5]([CH:6]=[N:7][N:8]2[CH3:11])=[C:4]([NH:12]C(=O)OC(C)(C)C)[CH:3]=1.Cl. The catalyst is CO. The product is [F:1][C:2]1[CH:3]=[C:4]([NH2:12])[C:5]2[CH:6]=[N:7][N:8]([CH3:11])[C:9]=2[CH:10]=1. The yield is 0.830. (2) The reactants are Br[C:2]1[CH:7]=[CH:6][C:5]([C:8]([F:11])([F:10])[F:9])=[CH:4][CH:3]=1.[NH:12]1[CH2:17][CH2:16][NH:15][CH2:14][CH2:13]1.C(O[Na])(C)(C)C. The catalyst is C1(C)C=CC=CC=1.C1C=CC(/C=C/C(/C=C/C2C=CC=CC=2)=O)=CC=1.C1C=CC(/C=C/C(/C=C/C2C=CC=CC=2)=O)=CC=1.C1C=CC(/C=C/C(/C=C/C2C=CC=CC=2)=O)=CC=1.[Pd].[Pd].C1C=CC(P(C2C(C3C(P(C4C=CC=CC=4)C4C=CC=CC=4)=CC=C4C=3C=CC=C4)=C3C(C=CC=C3)=CC=2)C2C=CC=CC=2)=CC=1. The product is [F:9][C:8]([F:11])([F:10])[C:5]1[CH:6]=[CH:7][C:2]([N:12]2[CH2:17][CH2:16][NH:15][CH2:14][CH2:13]2)=[CH:3][CH:4]=1. The yield is 0.680. (3) The reactants are [CH2:1]([O:5][C:6]1[CH:13]=[CH:12][CH:11]=[C:10]([N+:14]([O-])=O)[C:7]=1[C:8]#[N:9])[CH:2]([CH3:4])[CH3:3]. The catalyst is CC(O)=O.C1COCC1.CCOC(C)=O.[Fe]. The product is [NH2:14][C:10]1[CH:11]=[CH:12][CH:13]=[C:6]([O:5][CH2:1][CH:2]([CH3:4])[CH3:3])[C:7]=1[C:8]#[N:9]. The yield is 0.830. (4) The reactants are [C:1]([O:5][C:6](=[O:24])[N:7](CCCN1C(N)=C(C(=O)N)N=C1Br)[CH:8]([CH3:10])[CH3:9])([CH3:4])([CH3:3])[CH3:2].[Li+].[Br-].CC(C)([O-])C.[K+].ClC1C2SC(S)=NC=2C=CC=1. No catalyst specified. The product is [C:1]([O:5][C:6](=[O:24])[NH:7][CH:8]([CH3:9])[CH3:10])([CH3:4])([CH3:3])[CH3:2]. The yield is 0.340. (5) The reactants are [Br:1][C:2]1[CH:3]=[C:4]([CH:6]=[CH:7][CH:8]=1)[NH2:5].N1C(C)=CC=CC=1C.[C:17](Cl)(=[O:26])[CH:18]=[CH:19][C:20]1[CH:25]=[CH:24][CH:23]=[CH:22][CH:21]=1. The catalyst is ClCCl. The product is [Br:1][C:2]1[CH:3]=[C:4]([NH:5][C:17](=[O:26])/[CH:18]=[CH:19]/[C:20]2[CH:25]=[CH:24][CH:23]=[CH:22][CH:21]=2)[CH:6]=[CH:7][CH:8]=1. The yield is 0.920. (6) The reactants are [CH:1]1([CH:7]([NH:30][C:31]([C:33]2[CH:38]=[N:37][CH:36]=[CH:35][N:34]=2)=[O:32])[C:8]([NH:10][CH:11]([C:26]([CH3:29])([CH3:28])[CH3:27])[C:12]([N:14]2[CH:22]3[CH:17]([CH2:18][CH2:19][CH2:20][CH2:21]3)[CH2:16][CH:15]2[C:23](O)=[O:24])=[O:13])=[O:9])[CH2:6][CH2:5][CH2:4][CH2:3][CH2:2]1.C1CN([P+](ON2N=NC3C=CC=CC2=3)(N2CCCC2)N2CCCC2)CC1.F[P-](F)(F)(F)(F)F.CN1CCOCC1.Cl.[CH2:80]([O:82][C:83](=[O:91])[CH:84]([OH:90])[CH:85]([NH2:89])[CH2:86][CH2:87][CH3:88])[CH3:81]. The catalyst is O.ClCCl.CN(C)C=O. The product is [CH2:80]([O:82][C:83](=[O:91])[CH:84]([OH:90])[CH:85]([NH:89][C:23]([CH:15]1[CH2:16][CH:17]2[CH:22]([CH2:21][CH2:20][CH2:19][CH2:18]2)[N:14]1[C:12](=[O:13])[CH:11]([NH:10][C:8](=[O:9])[CH:7]([CH:1]1[CH2:6][CH2:5][CH2:4][CH2:3][CH2:2]1)[NH:30][C:31]([C:33]1[CH:38]=[N:37][CH:36]=[CH:35][N:34]=1)=[O:32])[C:26]([CH3:29])([CH3:28])[CH3:27])=[O:24])[CH2:86][CH2:87][CH3:88])[CH3:81]. The yield is 0.820.